Dataset: Reaction yield outcomes from USPTO patents with 853,638 reactions. Task: Predict the reaction yield, written as a fraction of the theoretical maximum amount of product (1.0 means a 100% yield; for example, 0.34 means a 34% yield). (1) The reactants are [OH:1][C:2]1[C:7]([N+:8]([O-])=O)=[CH:6][CH:5]=[CH:4][C:3]=1[S:11]([N:14]([CH3:16])[CH3:15])(=[O:13])=[O:12]. The catalyst is [Pd].CO.O1CCCC1. The product is [NH2:8][C:7]1[C:2]([OH:1])=[C:3]([S:11]([N:14]([CH3:15])[CH3:16])(=[O:13])=[O:12])[CH:4]=[CH:5][CH:6]=1. The yield is 1.00. (2) The reactants are [CH3:1][O-:2].[Na+].[CH3:4][C:5]1([CH3:23])[O:9][N:8]=[C:7]([S:10][CH2:11][C:12]2[C:13]([C:19]([F:22])([F:21])[F:20])=[N:14][N:15]([CH3:18])[C:16]=2F)[CH2:6]1.O. The catalyst is CO. The product is [CH3:4][C:5]1([CH3:23])[O:9][N:8]=[C:7]([S:10][CH2:11][C:12]2[C:13]([C:19]([F:22])([F:21])[F:20])=[N:14][N:15]([CH3:18])[C:16]=2[O:2][CH3:1])[CH2:6]1. The yield is 0.967. (3) The reactants are [CH:1]1[C:6]([S:7](Cl)(=[O:9])=[O:8])=[CH:5][CH:4]=[C:3]([I:11])[CH:2]=1.[NH3:12]. No catalyst specified. The product is [I:11][C:3]1[CH:4]=[CH:5][C:6]([S:7](=[O:9])(=[O:8])[NH2:12])=[CH:1][CH:2]=1. The yield is 1.00. (4) The reactants are [OH:1][C:2]1[N:10]=[CH:9][CH:8]=[CH:7][C:3]=1[C:4](O)=[O:5].C[Si](C)(C)N[Si](C)(C)C.Cl[Si](C)(C)C. The catalyst is C1(C)C=CC=CC=1. The product is [OH:5][CH2:4][C:3]1[C:2](=[O:1])[NH:10][CH:9]=[CH:8][CH:7]=1. The yield is 0.590. (5) The reactants are [NH:1]1[C:9]2[C:4](=[CH:5][CH:6]=[C:7]([C:10]3[C:11]4[C:12]5[CH:25]=[CH:24][S:23][C:13]=5[C:14](=[O:22])[NH:15][C:16]=4[CH:17]=[CH:18][C:19]=3[O:20]C)[CH:8]=2)[CH:3]=[N:2]1.BrB(Br)Br. No catalyst specified. The product is [OH:20][C:19]1[CH:18]=[CH:17][C:16]2[NH:15][C:14](=[O:22])[C:13]3[S:23][CH:24]=[CH:25][C:12]=3[C:11]=2[C:10]=1[C:7]1[CH:8]=[C:9]2[C:4]([CH:3]=[N:2][NH:1]2)=[CH:5][CH:6]=1. The yield is 0.110. (6) The reactants are [O:1]1[CH2:7][CH2:6][CH2:5][O:4][C:3]2[CH:8]=[C:9]([C:12]3[C:21]([N:22]([CH:24]([CH3:26])[CH3:25])[CH3:23])=[N:20][C:19]4[C:14](=[CH:15][CH:16]=[C:17]([C:27]([O:29]C)=[O:28])[CH:18]=4)[N:13]=3)[CH:10]=[CH:11][C:2]1=2.[OH-].[Na+]. The catalyst is CO.O. The product is [O:1]1[CH2:7][CH2:6][CH2:5][O:4][C:3]2[CH:8]=[C:9]([C:12]3[C:21]([N:22]([CH:24]([CH3:26])[CH3:25])[CH3:23])=[N:20][C:19]4[C:14](=[CH:15][CH:16]=[C:17]([C:27]([OH:29])=[O:28])[CH:18]=4)[N:13]=3)[CH:10]=[CH:11][C:2]1=2. The yield is 0.840. (7) The reactants are [NH2:1][C:2]1[C:7]2[NH:8][C:9](=[S:16])[N:10]([CH2:11][CH2:12][CH2:13][C:14]#[CH:15])[C:6]=2[CH:5]=[CH:4][N:3]=1.[I:17][C:18]1[C:27](I)=[CH:26][C:21]2[O:22][CH2:23][CH2:24][O:25][C:20]=2[CH:19]=1.BrC1C(I)=CC2OCOC=2C=1.CC([O-])(C)C.[Na+].CC1C=CC2C=CC3C=CC(C)=NC=3C=2N=1.O. The catalyst is CN(C=O)C.[Cu]I. The product is [I:17][C:18]1[C:27]([S:16][C:9]2[N:10]([CH2:11][CH2:12][CH2:13][C:14]#[CH:15])[C:6]3[CH:5]=[CH:4][N:3]=[C:2]([NH2:1])[C:7]=3[N:8]=2)=[CH:26][C:21]2[O:22][CH2:23][CH2:24][O:25][C:20]=2[CH:19]=1. The yield is 0.140. (8) The product is [F:28][C:2]([F:1])([F:27])[C:3]1[CH:20]=[CH:19][C:6]([CH2:7][NH:8][C:9]([C:10]2[C:11]3[NH:17][C:31](=[O:32])[CH2:30][O:16][C:12]=3[CH:13]=[CH:14][CH:15]=2)=[O:18])=[C:5]([N:21]2[CH2:26][CH2:25][CH2:24][CH2:23][CH2:22]2)[CH:4]=1. The yield is 0.360. The catalyst is CN(C=O)C. The reactants are [F:1][C:2]([F:28])([F:27])[C:3]1[CH:20]=[CH:19][C:6]([CH2:7][NH:8][C:9](=[O:18])[C:10]2[CH:15]=[CH:14][CH:13]=[C:12]([OH:16])[C:11]=2[NH2:17])=[C:5]([N:21]2[CH2:26][CH2:25][CH2:24][CH2:23][CH2:22]2)[CH:4]=1.Cl[CH2:30][C:31](Cl)=[O:32].C([O-])([O-])=O.[K+].[K+].